From a dataset of Reaction yield outcomes from USPTO patents with 853,638 reactions. Predict the reaction yield, written as a fraction of the theoretical maximum amount of product (1.0 means a 100% yield; for example, 0.34 means a 34% yield). The reactants are I[C:2]1[O:3][C:4]([C:7]2[CH:8]=[C:9]3[C:13](=[CH:14][CH:15]=2)[NH:12][N:11]=[C:10]3[CH3:16])=[CH:5][N:6]=1.[CH2:17]([NH2:24])[C:18]1[CH:23]=[CH:22][CH:21]=[CH:20][CH:19]=1.CN1C(=O)CCC1.CO. The catalyst is C(Cl)Cl. The product is [CH2:17]([NH:24][C:2]1[O:3][C:4]([C:7]2[CH:8]=[C:9]3[C:13](=[CH:14][CH:15]=2)[NH:12][N:11]=[C:10]3[CH3:16])=[CH:5][N:6]=1)[C:18]1[CH:23]=[CH:22][CH:21]=[CH:20][CH:19]=1. The yield is 0.300.